From a dataset of Catalyst prediction with 721,799 reactions and 888 catalyst types from USPTO. Predict which catalyst facilitates the given reaction. (1) Reactant: [OH:1][C:2]1[CH:9]=[CH:8][C:5]([CH:6]=[O:7])=[CH:4][C:3]=1[CH3:10].[Cl:11][C:12]1[CH:13]=[C:14]([CH:17]=[CH:18][C:19]=1[Cl:20])[CH2:15]O.C1(P(C2C=CC=CC=2)C2C=CC=CC=2)C=CC=CC=1.C1(C)C=CC=CC=1.N(C(OCC)=O)=NC(OCC)=O. Product: [Cl:11][C:12]1[CH:13]=[C:14]([CH:17]=[CH:18][C:19]=1[Cl:20])[CH2:15][O:1][C:2]1[CH:9]=[CH:8][C:5]([CH:6]=[O:7])=[CH:4][C:3]=1[CH3:10]. The catalyst class is: 7. (2) Reactant: C(=O)(O)[O-].[Na+].[Br:6][C:7]1[C:16]([O:17][CH3:18])=[C:15]2[C:10]([C:11](=[O:28])[C:12]([C:23](OCC)=[O:24])=[C:13]([SH:22])[N:14]2[CH:19]2[CH2:21][CH2:20]2)=[CH:9][CH:8]=1.[NH2:29]OS(O)(=O)=O. Product: [Br:6][C:7]1[C:16]([O:17][CH3:18])=[C:15]2[C:10]([C:11](=[O:28])[C:12]3[C:23](=[O:24])[NH:29][S:22][C:13]=3[N:14]2[CH:19]2[CH2:21][CH2:20]2)=[CH:9][CH:8]=1. The catalyst class is: 132. (3) Reactant: N1CCC[C@H]1C(O)=O.[OH-].[Na+].Br[C:12]1[C:13]([O:22][CH2:23][C:24]([F:27])([F:26])[F:25])=[N:14][CH:15]=[C:16]([CH:21]=1)[C:17]([O:19][CH3:20])=[O:18].[CH3:28][S:29]([O-:31])=[O:30].[Na+]. Product: [CH3:28][S:29]([C:12]1[C:13]([O:22][CH2:23][C:24]([F:27])([F:26])[F:25])=[N:14][CH:15]=[C:16]([CH:21]=1)[C:17]([O:19][CH3:20])=[O:18])(=[O:31])=[O:30]. The catalyst class is: 419. (4) Reactant: C[O-].[Na+].[C:4]([O:8][C:9]([NH:11][C@@H:12]1[CH2:17][CH2:16][CH2:15][N:14]([C:18]2[N:19]([CH2:31][C:32]#[C:33][CH3:34])[C:20]3[C:25](=[O:26])[N:24]([CH2:27][C:28]#[N:29])[N:23]=[CH:22][C:21]=3[N:30]=2)[CH2:13]1)=[O:10])([CH3:7])([CH3:6])[CH3:5].C(O)(=O)C.[C:39]([OH:48])(=O)[C:40]1[C:41](=[CH:43][CH:44]=[CH:45][CH:46]=1)[NH2:42]. Product: [C:4]([O:8][C:9]([NH:11][C@@H:12]1[CH2:17][CH2:16][CH2:15][N:14]([C:18]2[N:19]([CH2:31][C:32]#[C:33][CH3:34])[C:20]3[C:25](=[O:26])[N:24]([CH2:27][C:28]4[NH:29][C:39](=[O:48])[C:40]5[C:41](=[CH:43][CH:44]=[CH:45][CH:46]=5)[N:42]=4)[N:23]=[CH:22][C:21]=3[N:30]=2)[CH2:13]1)=[O:10])([CH3:7])([CH3:6])[CH3:5]. The catalyst class is: 5. (5) Product: [C:69]([O:68][C@H:67]1[C@H:66]([O:72][C:73](=[O:75])[CH3:74])[C@@H:65]([CH2:76][O:77][C:78](=[O:80])[CH3:79])[O:64][C@@H:55]([S:56][C:57]2[CH:62]=[CH:61][C:60]([CH3:63])=[CH:59][CH:58]=2)[C@@H:54]1[NH:24][C:25]([O:27][CH2:28][C:29]([Cl:32])([Cl:31])[Cl:30])=[O:26])(=[O:71])[CH3:70]. The catalyst class is: 2. Reactant: C(O[C@@H]1O[C@H](COC(=O)C)[C@@H](OC(=O)C)[C@H](OC(=O)C)[C@H]1[NH:24][C:25]([O:27][CH2:28][C:29]([Cl:32])([Cl:31])[Cl:30])=[O:26])(=O)C.C1(C)C(S)=CC=CC=1.B(F)(F)F.CCOCC.C(O[C@H:54]1[C@@H:67]([O:68][C:69](=[O:71])[CH3:70])[C@H:66]([O:72][C:73](=[O:75])[CH3:74])[C@@H:65]([CH2:76][O:77][C:78](=[O:80])[CH3:79])[O:64][C@@H:55]1[S:56][C:57]1[CH:62]=[CH:61][C:60]([CH3:63])=[CH:59][CH:58]=1)(=O)C. (6) Reactant: [Br:1][C:2]1[CH:7]=[CH:6][C:5]([CH2:8][C:9]#N)=[C:4]([O:11][CH3:12])[CH:3]=1.[OH-:13].[Na+].C[OH:16]. Product: [Br:1][C:2]1[CH:7]=[CH:6][C:5]([CH2:8][C:9]([OH:16])=[O:13])=[C:4]([O:11][CH3:12])[CH:3]=1. The catalyst class is: 6.